Predict the reaction yield, written as a fraction of the theoretical maximum amount of product (1.0 means a 100% yield; for example, 0.34 means a 34% yield). From a dataset of Reaction yield outcomes from USPTO patents with 853,638 reactions. (1) The reactants are Cl[C:2]1[N:7]=[CH:6][C:5]([CH2:8][C:9]([O:11][CH2:12][CH3:13])=[O:10])=[CH:4][CH:3]=1.[NH:14]1[CH2:18][CH2:17][CH2:16][CH2:15]1.N12CCCN=C1CCCCC2. The catalyst is CS(C)=O.O. The product is [N:14]1([C:2]2[N:7]=[CH:6][C:5]([CH2:8][C:9]([O:11][CH2:12][CH3:13])=[O:10])=[CH:4][CH:3]=2)[CH2:18][CH2:17][CH2:16][CH2:15]1. The yield is 0.284. (2) The reactants are [F:1][C:2]1[CH:7]=[C:6]([F:8])[CH:5]=[CH:4][C:3]=1[N:9]1[C:13]([C:14]2[S:23][C:22]3[C:21]4[N:24]=[C:25]([NH2:28])[CH:26]=[CH:27][C:20]=4[O:19][CH2:18][CH2:17][C:16]=3[CH:15]=2)=[N:12][CH:11]=[N:10]1.[O:29]1[CH2:32][C:31](=O)[CH2:30]1. The catalyst is C1COCC1. The product is [F:1][C:2]1[CH:7]=[C:6]([F:8])[CH:5]=[CH:4][C:3]=1[N:9]1[C:13]([C:14]2[S:23][C:22]3[C:21]4[N:24]=[C:25]([NH:28][CH:31]5[CH2:32][O:29][CH2:30]5)[CH:26]=[CH:27][C:20]=4[O:19][CH2:18][CH2:17][C:16]=3[CH:15]=2)=[N:12][CH:11]=[N:10]1. The yield is 0.500. (3) The reactants are [Cl:1][C:2]1[CH:3]=[C:4]([C:19]2[CH:24]=[CH:23][C:22]([N+:25]([O-])=O)=[CH:21][CH:20]=2)[CH:5]=[CH:6][C:7]=1[C:8]([NH:10][C@H:11]([C:15]([O:17][CH3:18])=[O:16])[CH:12]([CH3:14])[CH3:13])=[O:9].Cl. The catalyst is C(O)C.[Fe]. The product is [NH2:25][C:22]1[CH:23]=[CH:24][C:19]([C:4]2[CH:5]=[CH:6][C:7]([C:8]([NH:10][C@H:11]([C:15]([O:17][CH3:18])=[O:16])[CH:12]([CH3:13])[CH3:14])=[O:9])=[C:2]([Cl:1])[CH:3]=2)=[CH:20][CH:21]=1. The yield is 0.890.